Dataset: Forward reaction prediction with 1.9M reactions from USPTO patents (1976-2016). Task: Predict the product of the given reaction. Given the reactants [Br:1][C:2]1[CH:12]=[C:11](/[CH:13]=[CH:14]\[CH:15]([C:20]2[CH:25]=[C:24]([Cl:26])[C:23]([Cl:27])=[C:22]([Cl:28])[CH:21]=2)[C:16]([F:19])([F:18])[F:17])[CH:10]=[CH:9][C:3]=1[C:4]([O:6]CC)=[O:5].I[Si](C)(C)C, predict the reaction product. The product is: [Br:1][C:2]1[CH:12]=[C:11](/[CH:13]=[CH:14]\[CH:15]([C:20]2[CH:21]=[C:22]([Cl:28])[C:23]([Cl:27])=[C:24]([Cl:26])[CH:25]=2)[C:16]([F:19])([F:18])[F:17])[CH:10]=[CH:9][C:3]=1[C:4]([OH:6])=[O:5].